Task: Predict the reactants needed to synthesize the given product.. Dataset: Full USPTO retrosynthesis dataset with 1.9M reactions from patents (1976-2016) (1) Given the product [C:1]([C:5]1[N:6]=[C:7]([N:16]2[CH2:20][CH2:19][C:18]([F:21])([F:22])[CH2:17]2)[C:8]2[C:9](=[N:11][N:12]([CH2:14][CH2:15][O:46][CH3:45])[N:13]=2)[N:10]=1)([CH3:2])([CH3:3])[CH3:4], predict the reactants needed to synthesize it. The reactants are: [C:1]([C:5]1[N:6]=[C:7]([N:16]2[CH2:20][CH2:19][C:18]([F:22])([F:21])[CH2:17]2)[C:8]2[C:9](=[N:11][N:12]([CH2:14][CH3:15])[N:13]=2)[N:10]=1)([CH3:4])([CH3:3])[CH3:2].C(C1N=C(N2CCC(F)(F)C2)C2N=NNC=2N=1)(C)(C)C.BrC[CH2:45][O:46]C. (2) Given the product [Cl:18][C:9]1[N:8]=[C:7]([N:21]2[CH2:26][CH2:25][CH2:24][CH2:23][CH2:22]2)[C:6]2[C:11](=[CH:12][CH:13]=[C:4]([N+:1]([O-:3])=[O:2])[CH:5]=2)[N:10]=1, predict the reactants needed to synthesize it. The reactants are: [N+:1]([C:4]1[CH:5]=[C:6]2[C:11](=[CH:12][CH:13]=1)[NH:10][C:9](=O)[NH:8][C:7]2=O)([O-:3])=[O:2].P(Cl)(Cl)([Cl:18])=O.[NH:21]1[CH2:26][CH2:25][CH2:24][CH2:23][CH2:22]1.